This data is from Forward reaction prediction with 1.9M reactions from USPTO patents (1976-2016). The task is: Predict the product of the given reaction. Given the reactants Br[C:2]1[N:6]([CH2:7][C:8]([F:11])([F:10])[F:9])[N:5]=[CH:4][C:3]=1[N+:12]([O-:14])=[O:13].[N:15]1([C:22]([O:24][C:25]([CH3:28])([CH3:27])[CH3:26])=[O:23])[CH2:21][CH2:20][CH2:19][NH:18][CH2:17][CH2:16]1, predict the reaction product. The product is: [N+:12]([C:3]1[CH:4]=[N:5][N:6]([CH2:7][C:8]([F:11])([F:10])[F:9])[C:2]=1[N:18]1[CH2:19][CH2:20][CH2:21][N:15]([C:22]([O:24][C:25]([CH3:28])([CH3:27])[CH3:26])=[O:23])[CH2:16][CH2:17]1)([O-:14])=[O:13].